Dataset: Forward reaction prediction with 1.9M reactions from USPTO patents (1976-2016). Task: Predict the product of the given reaction. (1) Given the reactants [Br:1][C:2]1[CH:7]=[CH:6][C:5]([OH:8])=[C:4]([N+:9]([O-:11])=[O:10])[CH:3]=1.CN(C=O)C.C(=O)([O-])[O-].[K+].[K+].Br[CH2:24][CH:25]=[CH2:26], predict the reaction product. The product is: [CH2:26]([O:8][C:5]1[CH:6]=[CH:7][C:2]([Br:1])=[CH:3][C:4]=1[N+:9]([O-:11])=[O:10])[CH:25]=[CH2:24]. (2) Given the reactants Cl.C([O:4][C:5]([C:12]1[N:17]=[CH:16][C:15]([CH3:18])=[CH:14][N:13]=1)(OCC)[CH2:6][O:7][CH3:8])C.C(=O)([O-])O.[Na+].[Cl-].[Na+], predict the reaction product. The product is: [CH3:8][O:7][CH2:6][C:5]([C:12]1[N:13]=[CH:14][C:15]([CH3:18])=[CH:16][N:17]=1)=[O:4]. (3) Given the reactants [Br:1][C:2]1[CH:10]=[CH:9][C:5]([C:6](Cl)=[O:7])=[C:4]([F:11])[CH:3]=1.Cl.[CH3:13][C:14]1[C:15]([N:22]2[CH2:27][CH2:26][NH:25][CH2:24][CH2:23]2)=[N:16][C:17]([CH3:21])=[C:18]([CH3:20])[CH:19]=1, predict the reaction product. The product is: [Br:1][C:2]1[CH:10]=[CH:9][C:5]([C:6]([N:25]2[CH2:26][CH2:27][N:22]([C:15]3[C:14]([CH3:13])=[CH:19][C:18]([CH3:20])=[C:17]([CH3:21])[N:16]=3)[CH2:23][CH2:24]2)=[O:7])=[C:4]([F:11])[CH:3]=1. (4) The product is: [NH2:21][C:11]1[CH:12]=[C:13]([CH:19]=[CH:20][C:10]=1[NH:9][CH:1]1[CH2:8][CH2:7][CH2:6][CH2:5][CH2:4][CH2:3][CH2:2]1)[C:14]([NH:16][CH2:17][CH3:18])=[O:15]. Given the reactants [CH:1]1([NH:9][C:10]2[CH:20]=[CH:19][C:13]([C:14]([NH:16][CH2:17][CH3:18])=[O:15])=[CH:12][C:11]=2[N+:21]([O-])=O)[CH2:8][CH2:7][CH2:6][CH2:5][CH2:4][CH2:3][CH2:2]1.[H][H], predict the reaction product. (5) Given the reactants O[CH:2]([C:23]1[CH:28]=[CH:27][CH:26]=[CH:25][CH:24]=1)[CH2:3][N:4]1[C:9]2=[N:10][C:11]([C:15]3[CH:20]=[CH:19][N:18]=[CH:17][CH:16]=3)=[CH:12][C:13](=[O:14])[N:8]2[CH2:7][C:6]([CH3:22])([CH3:21])[CH2:5]1.[C:29]1(=[O:39])[NH:33][C:32](=[O:34])[C:31]2=[CH:35][CH:36]=[CH:37][CH:38]=[C:30]12.N(C(OCC)=O)=NC(OCC)=O, predict the reaction product. The product is: [CH3:22][C:6]1([CH3:21])[CH2:7][N:8]2[C:13](=[O:14])[CH:12]=[C:11]([C:15]3[CH:20]=[CH:19][N:18]=[CH:17][CH:16]=3)[N:10]=[C:9]2[N:4]([CH2:3][CH:2]([N:33]2[C:29](=[O:39])[C:30]3[C:31](=[CH:35][CH:36]=[CH:37][CH:38]=3)[C:32]2=[O:34])[C:23]2[CH:24]=[CH:25][CH:26]=[CH:27][CH:28]=2)[CH2:5]1. (6) Given the reactants [F:1][C:2]([F:7])([F:6])[C:3]([OH:5])=[O:4].FC(F)(F)C(O)=O.[Cl:15][C:16]1[CH:17]=[N:18][C:19]2[NH:20][C:21]3[CH:22]=[CH:23][CH:24]=[C:25]([CH:38]=3)[CH2:26][CH2:27][C:28]3[CH:36]=[C:32]([NH:33][C:34]=1[N:35]=2)[CH:31]=[C:30]([NH2:37])[CH:29]=3.[CH:39]1([C:43](Cl)=[O:44])[CH2:42][CH2:41][CH2:40]1, predict the reaction product. The product is: [F:1][C:2]([F:7])([F:6])[C:3]([OH:5])=[O:4].[Cl:15][C:16]1[CH:17]=[N:18][C:19]2[NH:20][C:21]3[CH:22]=[CH:23][CH:24]=[C:25]([CH:38]=3)[CH2:26][CH2:27][C:28]3[CH:36]=[C:32]([NH:33][C:34]=1[N:35]=2)[CH:31]=[C:30]([NH:37][C:43]([CH:39]1[CH2:42][CH2:41][CH2:40]1)=[O:44])[CH:29]=3.